From a dataset of Peptide-MHC class I binding affinity with 185,985 pairs from IEDB/IMGT. Regression. Given a peptide amino acid sequence and an MHC pseudo amino acid sequence, predict their binding affinity value. This is MHC class I binding data. (1) The peptide sequence is RLDLAGRDL. The MHC is HLA-A02:01 with pseudo-sequence HLA-A02:01. The binding affinity (normalized) is 0.378. (2) The peptide sequence is FLLDGGAPF. The MHC is HLA-B46:01 with pseudo-sequence HLA-B46:01. The binding affinity (normalized) is 0.714. (3) The peptide sequence is TPGPGIRYPL. The MHC is HLA-B42:01 with pseudo-sequence HLA-B42:01. The binding affinity (normalized) is 0.815. (4) The peptide sequence is GVFELSDEK. The MHC is HLA-B08:02 with pseudo-sequence HLA-B08:02. The binding affinity (normalized) is 0.0847. (5) The peptide sequence is APRGFRAAF. The MHC is HLA-B27:05 with pseudo-sequence HLA-B27:05. The binding affinity (normalized) is 0.0847. (6) The peptide sequence is ATFSVPMEK. The MHC is HLA-A03:01 with pseudo-sequence HLA-A03:01. The binding affinity (normalized) is 0.738. (7) The peptide sequence is EMKTDAATLAQ. The MHC is HLA-B57:01 with pseudo-sequence HLA-B57:01. The binding affinity (normalized) is 0.